From a dataset of Reaction yield outcomes from USPTO patents with 853,638 reactions. Predict the reaction yield, written as a fraction of the theoretical maximum amount of product (1.0 means a 100% yield; for example, 0.34 means a 34% yield). (1) The reactants are C1(C(C2C=CC=CC=2)[N:8]2[CH2:11][CH:10]([S:12]([CH2:15][CH2:16][CH2:17][CH2:18][CH3:19])(=[O:14])=[O:13])[CH2:9]2)C=CC=CC=1.[Cl:26]CCCl.ClC(OC(Cl)C)=O. The catalyst is CO. The product is [ClH:26].[CH2:15]([S:12]([CH:10]1[CH2:11][NH:8][CH2:9]1)(=[O:14])=[O:13])[CH2:16][CH2:17][CH2:18][CH3:19]. The yield is 0.450. (2) The reactants are C([O-])(=O)C.[NH4+:5].[C:6]([CH2:8][C:9]([O:11]CC)=O)#[N:7].[CH2:14]([O:16][C:17]([C:19]1([C:22](=O)[CH3:23])[CH2:21][CH2:20]1)=[O:18])[CH3:15].[N+:25]([C:28]1[CH:35]=[CH:34][C:31]([CH:32]=O)=[CH:30][CH:29]=1)([O-:27])=[O:26]. No catalyst specified. The product is [CH2:14]([O:16][C:17]([C:19]1([C:22]2[NH:5][C:9](=[O:11])[C:8]([C:6]#[N:7])=[C:32]([C:31]3[CH:34]=[CH:35][C:28]([N+:25]([O-:27])=[O:26])=[CH:29][CH:30]=3)[CH:23]=2)[CH2:21][CH2:20]1)=[O:18])[CH3:15]. The yield is 0.430. (3) The reactants are [NH2:1][C:2]1[CH:7]=[CH:6][C:5]([OH:8])=[CH:4][C:3]=1[F:9].CC(C)([O-])C.[K+].Cl[C:17]1[CH:22]=[CH:21][N:20]=[C:19]([C:23]([O:25][C:26]([CH3:29])([CH3:28])[CH3:27])=[O:24])[CH:18]=1. No catalyst specified. The product is [NH2:1][C:2]1[CH:7]=[CH:6][C:5]([O:8][C:17]2[CH:22]=[CH:21][N:20]=[C:19]([C:23]([O:25][C:26]([CH3:29])([CH3:28])[CH3:27])=[O:24])[CH:18]=2)=[CH:4][C:3]=1[F:9]. The yield is 0.670. (4) The reactants are [Cl:1][C:2]1[N:7]=[CH:6][C:5](N)=[CH:4][C:3]=1[C:9]([F:12])([F:11])[F:10].[ClH:13].N([O-])=O.[Na+].[S:18](=[O:20])=[O:19]. The catalyst is O. The product is [Cl:1][C:2]1[N:7]=[CH:6][C:5]([S:18]([Cl:13])(=[O:20])=[O:19])=[CH:4][C:3]=1[C:9]([F:12])([F:11])[F:10]. The yield is 0.270. (5) The reactants are [Cl:1][C:2]1[N:7]=[CH:6][C:5]([N:8]2[C@H:15]3[C@H:10]([CH2:11][CH2:12][NH:13][CH2:14]3)[CH2:9]2)=[CH:4][C:3]=1[CH3:16].[C:17]([OH:24])(=[O:23])/[CH:18]=[CH:19]/[C:20]([OH:22])=[O:21]. No catalyst specified. The product is [C:17]([OH:24])(=[O:23])/[CH:18]=[CH:19]/[C:20]([OH:22])=[O:21].[Cl:1][C:2]1[N:7]=[CH:6][C:5]([N:8]2[C@H:15]3[C@H:10]([CH2:11][CH2:12][NH:13][CH2:14]3)[CH2:9]2)=[CH:4][C:3]=1[CH3:16]. The yield is 0.700. (6) The reactants are Cl.[CH2:2]([O:9][C:10]1[CH:15]=[CH:14][N:13]([C:16]2[CH:17]=[CH:18][C:19]3[C:20]4[CH2:29][N:28]([C:30]([CH:32]5[CH2:36][CH2:35][NH:34][CH2:33]5)=[O:31])[CH2:27][CH2:26][C:21]=4[N:22]([CH3:25])[C:23]=3[CH:24]=2)[C:12](=[O:37])[CH:11]=1)[C:3]1[CH:8]=[CH:7][CH:6]=[CH:5][CH:4]=1.[CH3:38]CN(CC)CC.C=O.[BH-](OC(C)=O)(OC(C)=O)OC(C)=O.[Na+]. The catalyst is CO. The product is [CH2:2]([O:9][C:10]1[CH:15]=[CH:14][N:13]([C:16]2[CH:17]=[CH:18][C:19]3[C:20]4[CH2:29][N:28]([C:30]([CH:32]5[CH2:36][CH2:35][N:34]([CH3:38])[CH2:33]5)=[O:31])[CH2:27][CH2:26][C:21]=4[N:22]([CH3:25])[C:23]=3[CH:24]=2)[C:12](=[O:37])[CH:11]=1)[C:3]1[CH:4]=[CH:5][CH:6]=[CH:7][CH:8]=1. The yield is 0.600. (7) The reactants are [CH2:1]([C:3]1[N:4]([C:28]2[CH:33]=[CH:32][C:31]([OH:34])=[CH:30][CH:29]=2)[C:5](=[O:27])[C:6]([CH2:12][C:13]2[CH:18]=[CH:17][C:16]([C:19]3[C:20]([C:25]#[N:26])=[CH:21][CH:22]=[CH:23][CH:24]=3)=[CH:15][CH:14]=2)=[C:7]([CH2:9][CH2:10][CH3:11])[N:8]=1)[CH3:2].[CH3:35][CH:36]1[CH2:41][CH:40](O)[CH2:39][CH2:38][O:37]1.C1(P(C2C=CC=CC=2)C2C=CC=CC=2)C=CC=CC=1.[N:63]([C:64]([O:66]C(C)C)=[O:65])=[N:63][C:64]([O:66]C(C)C)=[O:65]. The catalyst is O1CCCC1.O. The product is [CH2:1]([C:3]1[N:4]([C:28]2[CH:33]=[CH:32][C:31]([O:34][CH:40]3[CH2:39][CH2:38][O:37][CH:36]([CH3:35])[CH2:41]3)=[CH:30][CH:29]=2)[C:5](=[O:27])[C:6]([CH2:12][C:13]2[CH:18]=[CH:17][C:16]([C:19]3[CH:24]=[CH:23][CH:22]=[CH:21][C:20]=3[C:25]3[NH:63][C:64](=[O:65])[O:66][N:26]=3)=[CH:15][CH:14]=2)=[C:7]([CH2:9][CH2:10][CH3:11])[N:8]=1)[CH3:2]. The yield is 0.600. (8) The reactants are [Cl-].[NH4+].[CH3:3][O:4][C:5]1[C:6]([O:27][CH3:28])=[CH:7][C:8]2[S:12][C:11](/[CH:13]=[CH:14]/[CH:15]=[CH:16]/[C:17]3[CH:22]=[CH:21][C:20]([N+:23]([O-])=O)=[CH:19][CH:18]=3)=[N:10][C:9]=2[CH:26]=1. The catalyst is [Fe].CCO. The product is [CH3:3][O:4][C:5]1[C:6]([O:27][CH3:28])=[CH:7][C:8]2[S:12][C:11](/[CH:13]=[CH:14]/[CH:15]=[CH:16]/[C:17]3[CH:22]=[CH:21][C:20]([NH2:23])=[CH:19][CH:18]=3)=[N:10][C:9]=2[CH:26]=1. The yield is 0.880.